Dataset: Reaction yield outcomes from USPTO patents with 853,638 reactions. Task: Predict the reaction yield, written as a fraction of the theoretical maximum amount of product (1.0 means a 100% yield; for example, 0.34 means a 34% yield). (1) The yield is 0.200. The product is [C:39]([C:34]1[CH:35]=[CH:36][CH:37]=[CH:38][C:33]=1[O:32][C:18]1[CH:17]=[CH:16][C:15]([C:4]2[CH:5]=[CH:6][C:7]([Cl:13])=[C:8]([C:9]([OH:11])=[O:10])[CH:12]=2)=[CH:20][C:19]=1[NH:21][C:22]([NH:24][C:25]1[CH:26]=[CH:27][C:28]([CH3:31])=[CH:29][CH:30]=1)=[O:23])([CH3:42])([CH3:40])[CH3:41]. The reactants are B([C:4]1[CH:5]=[CH:6][C:7]([Cl:13])=[C:8]([CH:12]=1)[C:9]([OH:11])=[O:10])(O)O.Br[C:15]1[CH:16]=[CH:17][C:18]([O:32][C:33]2[CH:38]=[CH:37][CH:36]=[CH:35][C:34]=2[C:39]([CH3:42])([CH3:41])[CH3:40])=[C:19]([NH:21][C:22]([NH:24][C:25]2[CH:30]=[CH:29][C:28]([CH3:31])=[CH:27][CH:26]=2)=[O:23])[CH:20]=1.C(=O)([O-])[O-].[K+].[K+]. The catalyst is CN(C=O)C.CC(O)=O.C1C=CC([P]([Pd]([P](C2C=CC=CC=2)(C2C=CC=CC=2)C2C=CC=CC=2)([P](C2C=CC=CC=2)(C2C=CC=CC=2)C2C=CC=CC=2)[P](C2C=CC=CC=2)(C2C=CC=CC=2)C2C=CC=CC=2)(C2C=CC=CC=2)C2C=CC=CC=2)=CC=1. (2) The reactants are [Br:1][C:2]1[CH:13]=[CH:12][C:5]([O:6][CH2:7][CH2:8][CH2:9][CH2:10][NH2:11])=[CH:4][CH:3]=1.[C:14]([O:18][C:19](O[C:19]([O:18][C:14]([CH3:17])([CH3:16])[CH3:15])=[O:20])=[O:20])([CH3:17])([CH3:16])[CH3:15]. The catalyst is C1COCC1. The product is [Br:1][C:2]1[CH:13]=[CH:12][C:5]([O:6][CH2:7][CH2:8][CH2:9][CH2:10][NH:11][C:19](=[O:20])[O:18][C:14]([CH3:17])([CH3:16])[CH3:15])=[CH:4][CH:3]=1. The yield is 0.710. (3) The reactants are [N+:1]([C:4]1[CH:13]=[CH:12][C:7]2[S:8][CH2:9][CH2:10][NH:11][C:6]=2[CH:5]=1)([O-:3])=[O:2].Cl.Cl[CH2:16][CH2:17][N:18]([CH3:20])[CH3:19].[OH-].[Na+]. The catalyst is [Br-].C([N+](CCCC)(CCCC)CCCC)CCC.ClCCl.O. The product is [CH3:19][N:18]([CH3:20])[CH2:17][CH2:16][N:11]1[CH2:10][CH2:9][S:8][C:7]2[CH:12]=[CH:13][C:4]([N+:1]([O-:3])=[O:2])=[CH:5][C:6]1=2. The yield is 0.117. (4) The reactants are C(NC(C)C)(C)C.C([Li])CCC.[CH3:13][O:14][C:15](=[O:26])[CH2:16][C:17]1[CH:22]=[CH:21][C:20]([S:23][CH3:24])=[C:19]([Cl:25])[CH:18]=1.I[CH2:28][CH:29]1[CH2:33][CH2:32][CH2:31][CH2:30]1. The catalyst is O1CCCC1.CN1CCCN(C)C1=O. The product is [CH3:13][O:14][C:15](=[O:26])[CH:16]([C:17]1[CH:22]=[CH:21][C:20]([S:23][CH3:24])=[C:19]([Cl:25])[CH:18]=1)[CH2:28][CH:29]1[CH2:33][CH2:32][CH2:31][CH2:30]1. The yield is 0.581.